Dataset: Full USPTO retrosynthesis dataset with 1.9M reactions from patents (1976-2016). Task: Predict the reactants needed to synthesize the given product. (1) Given the product [N:1]1([C:7]2[CH:12]=[C:11]([CH2:13][S:14]([C:17]3[CH:18]=[CH:19][CH:20]=[CH:21][CH:22]=3)(=[O:15])=[O:16])[N:10]=[C:9]([C:23]3[CH:24]=[CH:25][C:26]([NH:29][C:36](=[O:37])[O:38][C:39]4[CH:44]=[CH:43][CH:42]=[CH:41][CH:40]=4)=[CH:27][CH:28]=3)[N:8]=2)[CH2:2][CH2:3][O:4][CH2:5][CH2:6]1, predict the reactants needed to synthesize it. The reactants are: [N:1]1([C:7]2[CH:12]=[C:11]([CH2:13][S:14]([C:17]3[CH:22]=[CH:21][CH:20]=[CH:19][CH:18]=3)(=[O:16])=[O:15])[N:10]=[C:9]([C:23]3[CH:28]=[CH:27][C:26]([NH2:29])=[CH:25][CH:24]=3)[N:8]=2)[CH2:6][CH2:5][O:4][CH2:3][CH2:2]1.C(=O)(O)[O-].[Na+].Cl[C:36]([O:38][C:39]1[CH:44]=[CH:43][CH:42]=[CH:41][CH:40]=1)=[O:37]. (2) Given the product [CH3:14][O:15][C:16]1[CH:17]=[C:18]([C:22]2[CH:30]=[C:29]3[C:25]([C:26](=[CH:11][C:8]4[NH:9][CH:10]=[C:6]([CH2:5][CH2:4][C:1]([OH:3])=[O:2])[C:7]=4[CH3:13])[C:27](=[O:31])[NH:28]3)=[CH:24][CH:23]=2)[CH:19]=[CH:20][CH:21]=1, predict the reactants needed to synthesize it. The reactants are: [C:1]([CH2:4][CH2:5][C:6]1[C:7]([CH3:13])=[C:8]([CH:11]=O)[NH:9][CH:10]=1)([OH:3])=[O:2].[CH3:14][O:15][C:16]1[CH:17]=[C:18]([C:22]2[CH:30]=[C:29]3[C:25]([CH2:26][C:27](=[O:31])[NH:28]3)=[CH:24][CH:23]=2)[CH:19]=[CH:20][CH:21]=1. (3) Given the product [Br:19][C:15]1[C:14]([F:20])=[C:13]([N:6]2[CH:7]=[C:8]([O:11][CH3:12])[C:9](=[O:10])[C:4]([C:1]3[N:31]([C:25]4[CH:30]=[CH:29][CH:28]=[CH:27][CH:26]=4)[N:32]=[CH:21][CH:2]=3)=[N:5]2)[CH:18]=[CH:17][CH:16]=1, predict the reactants needed to synthesize it. The reactants are: [C:1]([C:4]1[C:9](=[O:10])[C:8]([O:11][CH3:12])=[CH:7][N:6]([C:13]2[CH:18]=[CH:17][CH:16]=[C:15]([Br:19])[C:14]=2[F:20])[N:5]=1)(=O)[CH3:2].[CH3:21]C(O)=O.[C:25]1([NH:31][NH2:32])[CH:30]=[CH:29][CH:28]=[CH:27][CH:26]=1. (4) Given the product [O:19]1[CH:20]=[CH:21][C:17]([C:15]([CH:7]2[CH2:8][C:2]3[S:1][CH:5]=[CH:4][C:3]=3[C:6]2=[O:9])=[O:14])=[CH:18]1, predict the reactants needed to synthesize it. The reactants are: [S:1]1[CH:5]=[CH:4][C:3]2[C:6](=[O:9])[CH2:7][CH2:8][C:2]1=2.[H-].[Na+].C([O:14][C:15]([C:17]1[CH:21]=[CH:20][O:19][CH:18]=1)=O)C.Cl. (5) Given the product [NH2:1][C:2]1[CH:7]=[C:6]([C:20]([O:22][CH2:23][CH3:24])=[CH2:21])[N:5]=[C:4]([C:9]([O:11][CH3:12])=[O:10])[C:3]=1[O:13][CH3:14], predict the reactants needed to synthesize it. The reactants are: [NH2:1][C:2]1[CH:7]=[C:6](Br)[N:5]=[C:4]([C:9]([O:11][CH3:12])=[O:10])[C:3]=1[O:13][CH3:14].C([Sn](CCCC)(CCCC)[C:20]([O:22][CH2:23][CH3:24])=[CH2:21])CCC.[Sn]. (6) The reactants are: [F:1][C:2]([F:15])([F:14])[C:3]([NH:5][CH:6]([CH2:10][CH2:11][CH2:12][CH3:13])C(O)=O)=[O:4].C(Cl)(=O)[C:17]([Cl:19])=[O:18]. Given the product [F:15][C:2]([F:1])([F:14])[C:3]([NH:5][CH2:6][CH2:10][CH2:11][CH2:12][CH2:13][C:17]([Cl:19])=[O:18])=[O:4], predict the reactants needed to synthesize it. (7) Given the product [CH3:20][C:21]1[CH:26]=[CH:25][C:24]([C:2]2[C:15]3[C:16]4=[C:17]5[C:12](=[CH:13][CH:14]=3)[CH:11]=[CH:10][C:9]([C:2]3[CH:15]=[CH:16][C:5]([CH3:6])=[CH:4][CH:3]=3)=[C:8]5[CH:7]=[CH:6][C:5]4=[C:4]([C:11]3[CH:10]=[CH:9][C:8]([CH3:7])=[CH:17][CH:12]=3)[CH:3]=2)=[CH:23][CH:22]=1, predict the reactants needed to synthesize it. The reactants are: Br[C:2]1[C:15]2[C:16]3=[C:17]4[C:12](=[CH:13][CH:14]=2)[CH:11]=[CH:10][C:9](Br)=[C:8]4[CH:7]=[CH:6][C:5]3=[C:4](Br)[CH:3]=1.[CH3:20][C:21]1[CH:26]=[CH:25][C:24](B(O)O)=[CH:23][CH:22]=1.P([O-])([O-])([O-])=O.[K+].[K+].[K+].CN(C)C=O. (8) Given the product [N+:1]([C:4]1[CH:5]=[C:6]([C:7]2[O:8][C:14](=[O:15])[NH:10][N:9]=2)[CH:11]=[CH:12][CH:13]=1)([O-:3])=[O:2], predict the reactants needed to synthesize it. The reactants are: [N+:1]([C:4]1[CH:5]=[C:6]([CH:11]=[CH:12][CH:13]=1)[C:7]([NH:9][NH2:10])=[O:8])([O-:3])=[O:2].[C:14](N1C=CN=C1)(N1C=CN=C1)=[O:15].Cl.O. (9) Given the product [Cl:15][C:12]1[CH:13]=[CH:14][C:9]([O:8][CH2:7][C:6]([OH:23])=[O:5])=[C:10]([CH:16]2[CH2:22][CH2:21][CH2:20][CH2:19][CH2:18][CH2:17]2)[CH:11]=1, predict the reactants needed to synthesize it. The reactants are: [OH-].[Na+].C([O:5][C:6](=[O:23])[CH2:7][O:8][C:9]1[CH:14]=[CH:13][C:12]([Cl:15])=[CH:11][C:10]=1[CH:16]1[CH2:22][CH2:21][CH2:20][CH2:19][CH2:18][CH2:17]1)C.Cl. (10) Given the product [ClH:34].[ClH:34].[ClH:34].[ClH:34].[CH2:1]([N:8]([CH:9]1[CH2:10][CH2:11][N:12]([CH2:15][C:16]2[CH:21]=[CH:20][N:19]=[C:18]([C:22]3[CH:27]=[C:26]([O:28][CH3:29])[C:25]([O:30][CH3:31])=[C:24]([O:32][CH3:33])[CH:23]=3)[CH:17]=2)[CH2:13][CH2:14]1)[CH2:35][C:36]1[C:37]([C:42]2[CH:47]=[C:46]([O:48][CH3:49])[C:45]([O:50][CH3:51])=[C:44]([O:52][CH3:53])[CH:43]=2)=[N:38][CH:39]=[CH:40][CH:41]=1)[C:2]1[CH:7]=[CH:6][CH:5]=[CH:4][CH:3]=1, predict the reactants needed to synthesize it. The reactants are: [CH2:1]([NH:8][CH:9]1[CH2:14][CH2:13][N:12]([CH2:15][C:16]2[CH:21]=[CH:20][N:19]=[C:18]([C:22]3[CH:27]=[C:26]([O:28][CH3:29])[C:25]([O:30][CH3:31])=[C:24]([O:32][CH3:33])[CH:23]=3)[CH:17]=2)[CH2:11][CH2:10]1)[C:2]1[CH:7]=[CH:6][CH:5]=[CH:4][CH:3]=1.[Cl:34][CH2:35][C:36]1[C:37]([C:42]2[CH:47]=[C:46]([O:48][CH3:49])[C:45]([O:50][CH3:51])=[C:44]([O:52][CH3:53])[CH:43]=2)=[N:38][CH:39]=[CH:40][CH:41]=1.